Predict the product of the given reaction. From a dataset of Forward reaction prediction with 1.9M reactions from USPTO patents (1976-2016). (1) Given the reactants [F:1][C:2]([F:17])([F:16])[C:3]1[CH:8]=[CH:7][C:6]([C:9]2[CH:14]=[CH:13][CH:12]=[C:11]([NH2:15])[CH:10]=2)=[CH:5][CH:4]=1.N1C=CC=CC=1.[CH3:24][S:25](Cl)(=[O:27])=[O:26], predict the reaction product. The product is: [F:1][C:2]([F:16])([F:17])[C:3]1[CH:4]=[CH:5][C:6]([C:9]2[CH:14]=[CH:13][CH:12]=[C:11]([NH:15][S:25]([CH3:24])(=[O:27])=[O:26])[CH:10]=2)=[CH:7][CH:8]=1. (2) Given the reactants Br[C:2]1[CH:3]=[C:4]([CH2:8][CH2:9][O:10][Si:11]([C:14]([CH3:17])([CH3:16])[CH3:15])([CH3:13])[CH3:12])[CH:5]=[CH:6][CH:7]=1.C([Li])CCC.[B:23](OC(C)C)([O:28]C(C)C)[O:24]C(C)C.O, predict the reaction product. The product is: [C:14]([Si:11]([CH3:13])([CH3:12])[O:10][CH2:9][CH2:8][C:4]1[CH:3]=[C:2]([B:23]([OH:28])[OH:24])[CH:7]=[CH:6][CH:5]=1)([CH3:17])([CH3:16])[CH3:15]. (3) The product is: [CH2:16]([O:1][C:2]1[CH:3]=[CH:4][C:5]([C:6]([C:8]2[CH:13]=[CH:12][CH:11]=[CH:10][CH:9]=2)=[O:7])=[CH:14][CH:15]=1)[CH:18]1[O:20][CH2:19]1. Given the reactants [OH:1][C:2]1[CH:15]=[CH:14][C:5]([C:6]([C:8]2[CH:13]=[CH:12][CH:11]=[CH:10][CH:9]=2)=[O:7])=[CH:4][CH:3]=1.[CH2:16]([CH:18]1[O:20][CH2:19]1)Cl.C(=O)([O-])[O-].[K+].[K+], predict the reaction product. (4) The product is: [CH3:1][O:2][C:3]1[CH:4]=[C:5]([CH:21]=[CH:22][CH:23]=1)[CH2:6][CH:7]1[C:16]2[C:11](=[CH:12][C:13]([O:19][CH3:20])=[C:14]([O:17][CH3:18])[CH:15]=2)[CH2:10][CH2:9][N:8]1[CH2:25][C:26]([NH:39][CH:29]1[C:38]2[C:33](=[CH:34][CH:35]=[CH:36][CH:37]=2)[CH2:32][CH2:31][CH2:30]1)=[O:27]. Given the reactants [CH3:1][O:2][C:3]1[CH:4]=[C:5]([CH:21]=[CH:22][CH:23]=1)[CH2:6][CH:7]1[C:16]2[C:11](=[CH:12][C:13]([O:19][CH3:20])=[C:14]([O:17][CH3:18])[CH:15]=2)[CH2:10][CH2:9][NH:8]1.Br[CH2:25][C:26](Br)=[O:27].[CH:29]1([NH2:39])[C:38]2[C:33](=[CH:34][CH:35]=[CH:36][CH:37]=2)[CH2:32][CH2:31][CH2:30]1, predict the reaction product. (5) The product is: [OH:1][C:2]1[C:7]([C:8]([OH:10])=[O:9])=[CH:6][N:5]=[C:4]2[S:13][C:14]([I:16])=[CH:15][C:3]=12. Given the reactants [OH:1][C:2]1[C:7]([C:8]([O:10]CC)=[O:9])=[CH:6][N:5]=[C:4]2[S:13][C:14]([I:16])=[CH:15][C:3]=12.O.Cl, predict the reaction product. (6) The product is: [Br:1][C:2]1[C:3](=[O:9])[NH:4][N:5]=[CH:6][C:7]=1[NH:22][CH2:21][CH:19]1[CH2:20][CH:18]1[C:13]1[CH:14]=[CH:15][CH:16]=[CH:17][C:12]=1[O:11][CH3:10]. Given the reactants [Br:1][C:2]1[C:3](=[O:9])[NH:4][N:5]=[CH:6][C:7]=1Br.[CH3:10][O:11][C:12]1[CH:17]=[CH:16][CH:15]=[CH:14][C:13]=1[C@@H:18]1[CH2:20][C@H:19]1[CH2:21][NH2:22].CCN(C(C)C)C(C)C, predict the reaction product. (7) The product is: [Cl:1][C:2]1[CH:3]=[C:4]([CH:7]=[C:8]([O:10][C:11]2[C:16](=[O:17])[N:15]([CH2:18][C:19]3[CH:24]=[C:23]([CH:25]([OH:26])[C:47]([F:50])([F:49])[F:48])[C:22](=[O:27])[N:21]([CH2:28][C:29]4[CH:34]=[CH:33][C:32]([O:35][CH3:36])=[CH:31][CH:30]=4)[N:20]=3)[CH:14]=[N:13][C:12]=2[C:37]([F:40])([F:38])[F:39])[CH:9]=1)[C:5]#[N:6]. Given the reactants [Cl:1][C:2]1[CH:3]=[C:4]([CH:7]=[C:8]([O:10][C:11]2[C:16](=[O:17])[N:15]([CH2:18][C:19]3[CH:24]=[C:23]([CH:25]=[O:26])[C:22](=[O:27])[N:21]([CH2:28][C:29]4[CH:34]=[CH:33][C:32]([O:35][CH3:36])=[CH:31][CH:30]=4)[N:20]=3)[CH:14]=[N:13][C:12]=2[C:37]([F:40])([F:39])[F:38])[CH:9]=1)[C:5]#[N:6].[F-].[Cs+].[Si]([C:47]([F:50])([F:49])[F:48])(C)(C)C, predict the reaction product. (8) Given the reactants [NH2:1][C:2]1[CH:7]=[CH:6][N:5]([CH2:8][CH2:9][CH2:10][CH2:11][C:12]2[N:17]=[N:16][C:15]([NH:18][C:19](=[O:27])[CH2:20][C:21]3[CH:26]=[CH:25][CH:24]=[CH:23][CH:22]=3)=[CH:14][CH:13]=2)[C:4](=[O:28])[N:3]=1.[H-].[Na+].[CH3:31][CH:32]([CH3:38])[CH2:33][S:34](Cl)(=[O:36])=[O:35], predict the reaction product. The product is: [CH3:31][CH:32]([CH3:38])[CH2:33][S:34]([NH:1][C:2]1[CH:7]=[CH:6][N:5]([CH2:8][CH2:9][CH2:10][CH2:11][C:12]2[N:17]=[N:16][C:15]([NH:18][C:19](=[O:27])[CH2:20][C:21]3[CH:22]=[CH:23][CH:24]=[CH:25][CH:26]=3)=[CH:14][CH:13]=2)[C:4](=[O:28])[N:3]=1)(=[O:36])=[O:35]. (9) Given the reactants [OH:1][CH2:2][C:3]1[CH:7]=[CH:6][N:5]([C:8]2[N:12]([C:13]3[CH:14]=[N:15][C:16]([O:19][CH3:20])=[CH:17][CH:18]=3)[N:11]=[C:10]([C:21]([OH:23])=O)[CH:9]=2)[CH:4]=1.[NH:24]1[CH2:29][CH2:28][O:27][CH2:26][CH2:25]1, predict the reaction product. The product is: [OH:1][CH2:2][C:3]1[CH:7]=[CH:6][N:5]([C:8]2[N:12]([C:13]3[CH:14]=[N:15][C:16]([O:19][CH3:20])=[CH:17][CH:18]=3)[N:11]=[C:10]([C:21]([N:24]3[CH2:29][CH2:28][O:27][CH2:26][CH2:25]3)=[O:23])[CH:9]=2)[CH:4]=1. (10) Given the reactants C(OC([N:8]1[CH2:14][CH2:13][C:12]2[CH:15]=[C:16]([NH:21][S:22]([C:25]3[CH:30]=[CH:29][C:28]([C:31]4[S:32][C:33]([Cl:36])=[CH:34][CH:35]=4)=[CH:27][CH:26]=3)(=[O:24])=[O:23])[C:17]([O:19][CH3:20])=[CH:18][C:11]=2[CH2:10][CH2:9]1)=O)(C)(C)C.Cl.C(OCC)C, predict the reaction product. The product is: [ClH:36].[Cl:36][C:33]1[S:32][C:31]([C:28]2[CH:27]=[CH:26][C:25]([S:22]([NH:21][C:16]3[C:17]([O:19][CH3:20])=[CH:18][C:11]4[CH2:10][CH2:9][NH:8][CH2:14][CH2:13][C:12]=4[CH:15]=3)(=[O:24])=[O:23])=[CH:30][CH:29]=2)=[CH:35][CH:34]=1.